Task: Predict the reactants needed to synthesize the given product.. Dataset: Full USPTO retrosynthesis dataset with 1.9M reactions from patents (1976-2016) Given the product [S:1]1[CH2:5][CH2:4][N:3]=[C:2]1[NH:6][S:29]([C:25]1[CH:24]=[C:23]2[C:28]([C:19]([C:10]3[CH:11]=[CH:12][C:13]([C:15]([F:18])([F:16])[F:17])=[CH:14][C:9]=3[O:8][CH3:7])=[N:20][CH:21]=[N:22]2)=[CH:27][CH:26]=1)(=[O:31])=[O:30], predict the reactants needed to synthesize it. The reactants are: [S:1]1[CH2:5][CH2:4][N:3]=[C:2]1[NH2:6].[CH3:7][O:8][C:9]1[CH:14]=[C:13]([C:15]([F:18])([F:17])[F:16])[CH:12]=[CH:11][C:10]=1[C:19]1[C:28]2[C:23](=[CH:24][C:25]([S:29](Cl)(=[O:31])=[O:30])=[CH:26][CH:27]=2)[N:22]=[CH:21][N:20]=1.